From a dataset of Forward reaction prediction with 1.9M reactions from USPTO patents (1976-2016). Predict the product of the given reaction. (1) Given the reactants [CH2:1]([O:3][C:4]([N:6]1[CH2:11][CH2:10][N:9]([C:12](=[O:57])[C@@H:13]([NH:23][C:24]([C:26]2[CH:30]=[C:29]([O:31][CH2:32][C:33]([N:35]3[CH2:39][CH2:38][CH2:37][C@H:36]3[C:40]([O:42]CC3C=CC=CC=3)=[O:41])=[O:34])[N:28]([C:50]3[CH:55]=[CH:54][CH:53]=[C:52]([F:56])[CH:51]=3)[N:27]=2)=[O:25])[CH2:14][CH2:15][C:16]([O:18][C:19]([CH3:22])([CH3:21])[CH3:20])=[O:17])[CH2:8][CH2:7]1)=[O:5])[CH3:2], predict the reaction product. The product is: [CH2:1]([O:3][C:4]([N:6]1[CH2:11][CH2:10][N:9]([C:12](=[O:57])[C@@H:13]([NH:23][C:24]([C:26]2[CH:30]=[C:29]([O:31][CH2:32][C:33]([N:35]3[CH2:39][CH2:38][CH2:37][C@H:36]3[C:40]([OH:42])=[O:41])=[O:34])[N:28]([C:50]3[CH:55]=[CH:54][CH:53]=[C:52]([F:56])[CH:51]=3)[N:27]=2)=[O:25])[CH2:14][CH2:15][C:16]([O:18][C:19]([CH3:22])([CH3:21])[CH3:20])=[O:17])[CH2:8][CH2:7]1)=[O:5])[CH3:2]. (2) Given the reactants [N+:1]([C:4]1[S:8][C:7]([C:9]2[CH:10]=[C:11]3[C:16](=[CH:17][CH:18]=2)[N:15]=[CH:14][N:13]=[C:12]3[N:19]([C:27]([O:29][C:30]([CH3:33])([CH3:32])[CH3:31])=[O:28])[C:20]([O:22][C:23]([CH3:26])([CH3:25])[CH3:24])=[O:21])=[CH:6][CH:5]=1)([O-])=O, predict the reaction product. The product is: [NH2:1][C:4]1[S:8][C:7]([C:9]2[CH:10]=[C:11]3[C:16](=[CH:17][CH:18]=2)[N:15]=[CH:14][N:13]=[C:12]3[N:19]([C:20]([O:22][C:23]([CH3:26])([CH3:25])[CH3:24])=[O:21])[C:27]([O:29][C:30]([CH3:31])([CH3:32])[CH3:33])=[O:28])=[CH:6][CH:5]=1. (3) Given the reactants [Br:1][C:2]1[C:3]([CH3:14])=[N:4][N:5]([C:7]2[CH:12]=[CH:11][C:10]([NH2:13])=[CH:9][CH:8]=2)[CH:6]=1.[CH2:15]=O.C[O-].[Na+].[BH4-].[Na+].[OH-].[Na+], predict the reaction product. The product is: [Br:1][C:2]1[C:3]([CH3:14])=[N:4][N:5]([C:7]2[CH:8]=[CH:9][C:10]([NH:13][CH3:15])=[CH:11][CH:12]=2)[CH:6]=1. (4) Given the reactants [Cl:1][C:2]1[C:3](F)=[C:4]([NH:8][S:9]([CH3:12])(=[O:11])=[O:10])[CH:5]=[CH:6][CH:7]=1.[NH2:14][C:15]1[CH:19]=[CH:18][N:17]([CH3:20])[N:16]=1.Cl[C:22]1[C:31]2[C:26](=[CH:27][CH:28]=[C:29]([OH:32])[CH:30]=2)[N:25]=[CH:24][N:23]=1, predict the reaction product. The product is: [Cl:1][C:2]1[CH:7]=[CH:6][CH:5]=[C:4]([NH:8][S:9]([CH3:12])(=[O:11])=[O:10])[C:3]=1[O:32][C:29]1[CH:30]=[C:31]2[C:26](=[CH:27][CH:28]=1)[N:25]=[CH:24][N:23]=[C:22]2[NH:14][C:15]1[CH:19]=[CH:18][N:17]([CH3:20])[N:16]=1. (5) Given the reactants [Cl:1][C:2]1[N:7]=[CH:6][C:5]([NH2:8])=[C:4]([NH2:9])[CH:3]=1.[CH:10](O)=O, predict the reaction product. The product is: [Cl:1][C:2]1[N:7]=[CH:6][C:5]2[NH:8][CH:10]=[N:9][C:4]=2[CH:3]=1. (6) Given the reactants [Br:1][C:2]1[CH:8]=[CH:7][C:5]([NH2:6])=[C:4]([C:9]([F:12])([F:11])[F:10])[CH:3]=1.[N:13]([O-])=O.[Na+].[O:17]=[C:18]1[CH2:23][CH2:22][CH2:21][CH2:20][CH:19]1C(O)=O, predict the reaction product. The product is: [Br:1][C:2]1[CH:8]=[CH:7][C:5]([NH:6][N:13]=[C:19]2[CH2:20][CH2:21][CH2:22][CH2:23][C:18]2=[O:17])=[C:4]([C:9]([F:10])([F:11])[F:12])[CH:3]=1. (7) Given the reactants [OH:1][C:2]1[CH:11]=[C:10]2[C:5]([CH:6]=[CH:7][C:8]([C:12]3[CH:13]=[C:14]([CH:19]=[CH:20][CH:21]=3)[C:15]([O:17][CH3:18])=[O:16])=[CH:9]2)=[CH:4][CH:3]=1.C(=O)([O-])[O-].[Cs+].[Cs+].Cl[CH2:29][C:30]1[C:31]([C:38]2[C:43]([Cl:44])=[CH:42][CH:41]=[CH:40][C:39]=2[Cl:45])=[N:32][O:33][C:34]=1[CH:35]([CH3:37])[CH3:36].C(OCC)(=O)C, predict the reaction product. The product is: [Cl:44][C:43]1[CH:42]=[CH:41][CH:40]=[C:39]([Cl:45])[C:38]=1[C:31]1[C:30]([CH2:29][O:1][C:2]2[CH:11]=[C:10]3[C:5]([CH:6]=[CH:7][C:8]([C:12]4[CH:13]=[C:14]([CH:19]=[CH:20][CH:21]=4)[C:15]([O:17][CH3:18])=[O:16])=[CH:9]3)=[CH:4][CH:3]=2)=[C:34]([CH:35]([CH3:37])[CH3:36])[O:33][N:32]=1.